From a dataset of Peptide-MHC class II binding affinity with 134,281 pairs from IEDB. Regression. Given a peptide amino acid sequence and an MHC pseudo amino acid sequence, predict their binding affinity value. This is MHC class II binding data. (1) The peptide sequence is DPIYKRKVLELAAAL. The MHC is DRB1_0101 with pseudo-sequence DRB1_0101. The binding affinity (normalized) is 0.320. (2) The peptide sequence is IEGGSLFIVPRFHVV. The MHC is HLA-DPA10201-DPB10101 with pseudo-sequence HLA-DPA10201-DPB10101. The binding affinity (normalized) is 0.748. (3) The peptide sequence is APTGATTAAAGGYKV. The MHC is HLA-DQA10301-DQB10302 with pseudo-sequence HLA-DQA10301-DQB10302. The binding affinity (normalized) is 0.221. (4) The peptide sequence is GMKVKNTIAATSFAA. The MHC is HLA-DQA10501-DQB10201 with pseudo-sequence HLA-DQA10501-DQB10201. The binding affinity (normalized) is 0.266. (5) The peptide sequence is YDKELANVSTVLTGK. The MHC is DRB1_1302 with pseudo-sequence DRB1_1302. The binding affinity (normalized) is 0.432.